From a dataset of Forward reaction prediction with 1.9M reactions from USPTO patents (1976-2016). Predict the product of the given reaction. (1) Given the reactants [Br-].[Li+].C[C:4]1[CH:9]=[CH:8][C:7]([Mg]Br)=[CH:6][CH:5]=1.CCOCC.[CH2:17]([C:21]1[S:25][C:24]([C:26](=[O:30])[C:27](Cl)=[O:28])=[CH:23][CH:22]=1)[CH2:18][CH2:19][CH3:20].Cl, predict the reaction product. The product is: [CH2:17]([C:21]1[S:25][C:24]([C:26](=[O:30])[C:27]([C:4]2[CH:9]=[CH:8][CH:7]=[CH:6][CH:5]=2)=[O:28])=[CH:23][CH:22]=1)[CH2:18][CH2:19][CH3:20]. (2) The product is: [Cl:1][C:2]1[CH:7]=[N:6][C:5]2[CH:19]=[CH:18][C:13]3=[N:14][CH:15]=[CH:16][CH:17]=[C:12]3[C:10](=[O:11])[C:4]=2[CH:3]=1. Given the reactants [Cl:1][C:2]1[CH:3]=[C:4]([C:10]([C:12]2[C:13]([CH:18]=[CH2:19])=[N:14][CH:15]=[CH:16][CH:17]=2)=[O:11])[C:5](C=C)=[N:6][CH:7]=1, predict the reaction product. (3) Given the reactants [Cl:1][C:2]1[CH:22]=[C:21]([Cl:23])[CH:20]=[CH:19][C:3]=1[CH2:4][C:5]1[C:6]2[CH:14]=[C:13]([C:15]([O:17]C)=[O:16])[CH:12]=[CH:11][C:7]=2[S:8][C:9]=1[CH3:10].CO.[OH-].[Na+], predict the reaction product. The product is: [C:15]([C:13]1[CH:12]=[CH:11][C:7]2[S:8][C:9]([CH3:10])=[C:5]([CH2:4][C:3]3[CH:19]=[CH:20][C:21]([Cl:23])=[CH:22][C:2]=3[Cl:1])[C:6]=2[CH:14]=1)([OH:17])=[O:16].